From a dataset of Reaction yield outcomes from USPTO patents with 853,638 reactions. Predict the reaction yield, written as a fraction of the theoretical maximum amount of product (1.0 means a 100% yield; for example, 0.34 means a 34% yield). (1) The reactants are [C:1]([O:5][C:6]([N:8]([C:27]([O:29][C:30]([CH3:33])([CH3:32])[CH3:31])=[O:28])[C@H:9]([CH2:20][CH2:21]/[CH:22]=[CH:23]/[N+:24]([O-:26])=[O:25])[C:10]([O:12][CH2:13][C:14]1[CH:19]=[CH:18][CH:17]=[CH:16][CH:15]=1)=[O:11])=[O:7])([CH3:4])([CH3:3])[CH3:2].[F:34][C:35]1[C:40]([F:41])=[CH:39][CH:38]=[CH:37][C:36]=1B(O)O.O.C(=O)(O)[O-].[Na+]. The catalyst is O1CCOCC1.C(Cl)Cl.C([O-])(O)=O.[Na+].C1C=CC(P(C2C=CC3C(=CC=CC=3)C=2C2C3C(=CC=CC=3)C=CC=2P(C2C=CC=CC=2)C2C=CC=CC=2)C2C=CC=CC=2)=CC=1. The product is [C:1]([O:5][C:6]([N:8]([C:27]([O:29][C:30]([CH3:33])([CH3:32])[CH3:31])=[O:28])[C@@H:9]([C:10]([O:12][CH2:13][C:14]1[CH:19]=[CH:18][CH:17]=[CH:16][CH:15]=1)=[O:11])[CH2:20][CH2:21][C@@H:22]([C:39]1[CH:38]=[CH:37][CH:36]=[C:35]([F:34])[C:40]=1[F:41])[CH2:23][N+:24]([O-:26])=[O:25])=[O:7])([CH3:4])([CH3:3])[CH3:2]. The yield is 0.870. (2) The reactants are [CH3:1][CH:2]([N:4]1[CH2:9][CH2:8][N:7]([C:10]2[CH:15]=[CH:14][C:13]([N+:16]([O-])=O)=[C:12]([O:19][CH3:20])[CH:11]=2)[CH2:6][CH2:5]1)[CH3:3]. The catalyst is CCO. The product is [CH3:3][CH:2]([N:4]1[CH2:5][CH2:6][N:7]([C:10]2[CH:15]=[CH:14][C:13]([NH2:16])=[C:12]([O:19][CH3:20])[CH:11]=2)[CH2:8][CH2:9]1)[CH3:1]. The yield is 0.990.